This data is from Full USPTO retrosynthesis dataset with 1.9M reactions from patents (1976-2016). The task is: Predict the reactants needed to synthesize the given product. (1) The reactants are: C([O:3][C:4](=[O:22])[CH:5]([CH2:11][C:12]1[C:13]([CH2:20][OH:21])=[C:14]([OH:19])[C:15]([CH3:18])=[N:16][CH:17]=1)[C:6]([O:8]CC)=[O:7])C. Given the product [CH3:18][C:15]1[C:14]([OH:19])=[C:13]([CH2:20][OH:21])[C:12]([CH2:11][CH:5]([C:6]([OH:8])=[O:7])[C:4]([OH:22])=[O:3])=[CH:17][N:16]=1, predict the reactants needed to synthesize it. (2) Given the product [CH3:1][C:2]1[CH:17]=[CH:16][C:5]([C:6]([OH:8])=[O:7])=[C:4]([N:18]2[CH2:23][CH2:22][CH2:21][CH2:20][CH2:19]2)[CH:3]=1, predict the reactants needed to synthesize it. The reactants are: [CH3:1][C:2]1[CH:17]=[CH:16][C:5]([C:6]([O:8]CC2C=CC=CC=2)=[O:7])=[C:4]([N:18]2[CH2:23][CH2:22][CH2:21][CH2:20][CH2:19]2)[CH:3]=1. (3) Given the product [O:19]([C:26]1[CH:32]=[C:31]([CH:29]=[CH:28][CH:27]=1)[NH:33][C:2]1[C:11]2[C:6](=[CH:7][CH:8]=[CH:9][CH:10]=2)[C:5]([CH2:12][C:13]2[CH:18]=[CH:17][N:16]=[CH:15][CH:14]=2)=[N:4][N:3]=1)[C:20]1[CH:25]=[CH:24][CH:23]=[CH:22][CH:21]=1, predict the reactants needed to synthesize it. The reactants are: Cl[C:2]1[C:11]2[C:6](=[CH:7][CH:8]=[CH:9][CH:10]=2)[C:5]([CH2:12][C:13]2[CH:18]=[CH:17][N:16]=[CH:15][CH:14]=2)=[N:4][N:3]=1.[O:19]([C:26]1[CH:32]=[CH:31][C:29](N)=[CH:28][CH:27]=1)[C:20]1[CH:25]=[CH:24][CH:23]=[CH:22][CH:21]=1.[NH3:33]. (4) Given the product [CH3:36][S:37]([OH:40])(=[O:39])=[O:38].[C:21]([C:17]1[CH:16]=[C:15]([C:14]2[NH:10][N:11]=[C:12]([C:23]3[CH:28]=[CH:27][N:26]=[CH:25][CH:24]=3)[N:13]=2)[CH:20]=[CH:19][N:18]=1)#[N:22], predict the reactants needed to synthesize it. The reactants are: C(OC[N:10]1[C:14]([C:15]2[CH:20]=[CH:19][N:18]=[C:17]([C:21]#[N:22])[CH:16]=2)=[N:13][C:12]([C:23]2[CH:28]=[CH:27][N:26]=[CH:25][CH:24]=2)=[N:11]1)C1C=CC=CC=1.C1(C)C=CC=CC=1.[CH3:36][S:37]([OH:40])(=[O:39])=[O:38]. (5) Given the product [CH3:1][O:2][C:3]1[CH:8]=[CH:7][C:6]([S:9]([NH:13][C:14]2[CH:15]=[C:16]([CH:26]=[CH:27][C:28]=2[O:29][CH3:30])[C:17]([NH:19][C:20]2[CH:25]=[CH:24][CH:23]=[CH:22][CH:21]=2)=[O:18])(=[O:11])=[O:10])=[CH:5][CH:4]=1, predict the reactants needed to synthesize it. The reactants are: [CH3:1][O:2][C:3]1[CH:8]=[CH:7][C:6]([S:9](Cl)(=[O:11])=[O:10])=[CH:5][CH:4]=1.[NH2:13][C:14]1[CH:15]=[C:16]([CH:26]=[CH:27][C:28]=1[O:29][CH3:30])[C:17]([NH:19][C:20]1[CH:25]=[CH:24][CH:23]=[CH:22][CH:21]=1)=[O:18]. (6) Given the product [CH3:16][S:13]([C:10]1[CH:11]=[CH:12][C:7]([N:6]2[C:2]([O:31][CH2:30][CH:27]3[CH2:28][CH2:29][C:24](=[CH2:23])[CH2:25][CH2:26]3)=[C:3]([C:21]#[N:22])[C:4]([C:17]([F:20])([F:19])[F:18])=[N:5]2)=[N:8][CH:9]=1)(=[O:15])=[O:14], predict the reactants needed to synthesize it. The reactants are: Cl[C:2]1[N:6]([C:7]2[CH:12]=[CH:11][C:10]([S:13]([CH3:16])(=[O:15])=[O:14])=[CH:9][N:8]=2)[N:5]=[C:4]([C:17]([F:20])([F:19])[F:18])[C:3]=1[C:21]#[N:22].[CH2:23]=[C:24]1[CH2:29][CH2:28][CH:27]([CH2:30][OH:31])[CH2:26][CH2:25]1.[F-].[K+].O. (7) Given the product [Br:23][C:24]1[CH:25]=[C:26]2[C:31](=[C:32]([CH2:35][N:36]([CH3:40])[CH2:37][C:38]#[CH:39])[C:33]=1[OH:34])[O:30][C:29](=[O:41])[CH:28]=[C:27]2[CH2:42][O:43][C:9]([O:11][CH2:12][CH2:13][C:14]([O:16][C:17]([CH3:20])([CH3:19])[CH3:18])=[O:15])=[O:8], predict the reactants needed to synthesize it. The reactants are: [N+](C1C=CC([O:8][C:9]([O:11][CH2:12][CH2:13][C:14]([O:16][C:17]([CH3:20])([CH3:19])[CH3:18])=[O:15])=O)=CC=1)([O-])=O.[Br:23][C:24]1[CH:25]=[C:26]2[C:31](=[C:32]([CH2:35][N:36]([CH3:40])[CH2:37][C:38]#[CH:39])[C:33]=1[OH:34])[O:30][C:29](=[O:41])[CH:28]=[C:27]2[CH2:42][OH:43]. (8) Given the product [CH3:30][S:31]([OH:34])(=[O:33])=[O:32].[F:1][C@@H:2]1[CH2:6][N:5]([C:7](=[O:27])[CH2:8][NH:9][C@@:10]2([CH3:26])[CH2:14][CH2:13][C@@H:12]([CH2:15][C:16]3[N:20]=[C:19]([CH:21]([CH3:23])[CH3:22])[O:18][N:17]=3)[C:11]2([CH3:24])[CH3:25])[C@H:4]([C:28]#[N:29])[CH2:3]1, predict the reactants needed to synthesize it. The reactants are: [F:1][C@@H:2]1[CH2:6][N:5]([C:7](=[O:27])[CH2:8][NH:9][C@@:10]2([CH3:26])[CH2:14][CH2:13][C@@H:12]([CH2:15][C:16]3[N:20]=[C:19]([CH:21]([CH3:23])[CH3:22])[O:18][N:17]=3)[C:11]2([CH3:25])[CH3:24])[C@H:4]([C:28]#[N:29])[CH2:3]1.[CH3:30][S:31]([OH:34])(=[O:33])=[O:32]. (9) Given the product [CH2:41]([O:40][C:38](=[O:39])[CH2:37][C:10]1([CH:13]2[O:17][N:16]=[C:15]([C:18]3[CH:19]=[CH:20][C:21]([O:24][CH2:25][C:26]4[C:35]5[C:30](=[CH:31][CH:32]=[CH:33][CH:34]=5)[N:29]=[C:28]([CH3:36])[CH:27]=4)=[CH:22][CH:23]=3)[CH2:14]2)[CH2:11][CH2:12][NH:8][CH2:9]1)[CH3:42], predict the reactants needed to synthesize it. The reactants are: C(OC([N:8]1[CH2:12][CH2:11][C:10]([CH2:37][C:38]([O:40][CH2:41][CH3:42])=[O:39])([CH:13]2[O:17][N:16]=[C:15]([C:18]3[CH:23]=[CH:22][C:21]([O:24][CH2:25][C:26]4[C:35]5[C:30](=[CH:31][CH:32]=[CH:33][CH:34]=5)[N:29]=[C:28]([CH3:36])[CH:27]=4)=[CH:20][CH:19]=3)[CH2:14]2)[CH2:9]1)=O)(C)(C)C.C(O)(C(F)(F)F)=O. (10) Given the product [CH:28]1([C@H:26]([OH:27])[C@H:25]([NH:24][C:23]([N:19]2[CH2:20][CH2:21][CH2:22][C@@H:17]([C@H:8]([C:4]3[CH:3]=[CH:2][CH:7]=[CH:6][CH:5]=3)[O:9][CH2:10][CH2:11][NH:12][C:13](=[O:16])[O:14][CH3:15])[CH2:18]2)=[O:44])[CH2:34][N:35]([CH3:43])[C:36]([O:38][C:39]([CH3:40])([CH3:42])[CH3:41])=[O:37])[CH2:29][CH2:30][CH2:31][CH2:32][CH2:33]1, predict the reactants needed to synthesize it. The reactants are: Cl[C:2]1[CH:3]=[C:4]([C@@H:8]([C@@H:17]2[CH2:22][CH2:21][CH2:20][N:19]([C:23](=[O:44])[NH:24][C@H:25]([CH2:34][N:35]([CH3:43])[C:36]([O:38][C:39]([CH3:42])([CH3:41])[CH3:40])=[O:37])[C@H:26]([CH:28]3[CH2:33][CH2:32][CH2:31][CH2:30][CH2:29]3)[OH:27])[CH2:18]2)[O:9][CH2:10][CH2:11][NH:12][C:13](=[O:16])[O:14][CH3:15])[CH:5]=[CH:6][CH:7]=1.